Dataset: Forward reaction prediction with 1.9M reactions from USPTO patents (1976-2016). Task: Predict the product of the given reaction. (1) Given the reactants Br[C:2]1[S:6][C:5]([C:7]([O:9][CH2:10][CH3:11])=[O:8])=[C:4]([C:12]2[CH:17]=[CH:16][C:15]([S:18]([N:21]3[CH2:26][CH2:25][CH2:24][CH2:23][CH2:22]3)(=[O:20])=[O:19])=[CH:14][CH:13]=2)[C:3]=1[CH3:27].[Cl:28][C:29]1[CH:34]=[CH:33][C:32](B(O)O)=[CH:31][CH:30]=1, predict the reaction product. The product is: [Cl:28][C:29]1[CH:34]=[CH:33][C:32]([C:2]2[S:6][C:5]([C:7]([O:9][CH2:10][CH3:11])=[O:8])=[C:4]([C:12]3[CH:13]=[CH:14][C:15]([S:18]([N:21]4[CH2:22][CH2:23][CH2:24][CH2:25][CH2:26]4)(=[O:19])=[O:20])=[CH:16][CH:17]=3)[C:3]=2[CH3:27])=[CH:31][CH:30]=1. (2) The product is: [Br:1][C:2]1[C:6]2[CH:7]=[C:8]([O:11][CH3:12])[CH:9]=[CH:10][C:5]=2[O:4][C:3]=1[CH:13]([NH:20][C:21]1[CH:22]=[CH:23][C:24]([C:27]([N:29]([CH3:37])[CH2:30][CH2:31][C:32]([OH:34])=[O:33])=[O:28])=[CH:25][CH:26]=1)[CH:14]1[CH2:19][CH2:18][CH2:17][CH2:16][CH2:15]1. Given the reactants [Br:1][C:2]1[C:6]2[CH:7]=[C:8]([O:11][CH3:12])[CH:9]=[CH:10][C:5]=2[O:4][C:3]=1[CH:13]([NH:20][C:21]1[CH:26]=[CH:25][C:24]([C:27]([N:29]([CH3:37])[CH2:30][CH2:31][C:32]([O:34]CC)=[O:33])=[O:28])=[CH:23][CH:22]=1)[CH:14]1[CH2:19][CH2:18][CH2:17][CH2:16][CH2:15]1.O1CCCC1.[OH-].[Na+], predict the reaction product. (3) Given the reactants [C:1](Cl)(=[O:3])[CH3:2].[NH2:5][C:6](=[O:31])[CH2:7][NH:8][C@@H:9]1[C:17]2[C:12](=[CH:13][CH:14]=[CH:15][CH:16]=2)[CH2:11][C@H:10]1[NH:18][C:19]([C:21]1[NH:25][C:24]2[C:26]([Cl:30])=[C:27]([Cl:29])[S:28][C:23]=2[CH:22]=1)=[O:20], predict the reaction product. The product is: [C:1]([N:8]([CH2:7][C:6]([NH2:5])=[O:31])[C@@H:9]1[C:17]2[C:12](=[CH:13][CH:14]=[CH:15][CH:16]=2)[CH2:11][C@H:10]1[NH:18][C:19]([C:21]1[NH:25][C:24]2[C:26]([Cl:30])=[C:27]([Cl:29])[S:28][C:23]=2[CH:22]=1)=[O:20])(=[O:3])[CH3:2].